This data is from CYP2C9 inhibition data for predicting drug metabolism from PubChem BioAssay. The task is: Regression/Classification. Given a drug SMILES string, predict its absorption, distribution, metabolism, or excretion properties. Task type varies by dataset: regression for continuous measurements (e.g., permeability, clearance, half-life) or binary classification for categorical outcomes (e.g., BBB penetration, CYP inhibition). Dataset: cyp2c9_veith. (1) The drug is N#Cc1c(NC(=O)CCN2C(=O)c3ccccc3C2=O)oc(-c2ccccc2)c1-c1ccccc1. The result is 1 (inhibitor). (2) The compound is COc1ccccc1CCn1c(=O)c(-c2ccc(F)cc2)nc2cncnc21. The result is 1 (inhibitor).